The task is: Predict which catalyst facilitates the given reaction.. This data is from Catalyst prediction with 721,799 reactions and 888 catalyst types from USPTO. (1) Reactant: C([O:5][C:6](=[O:32])[C:7]([CH3:31])([NH:9][C:10]([C:12]1[CH:20]=[CH:19][C:15]2[S:16][CH:17]=[CH:18][C:14]=2[C:13]=1[O:21][CH2:22]COC1C=CC=CC=1)=[O:11])[CH3:8])(C)(C)C.[F:33][C:34]([F:39])([F:38])[C:35](O)=O. Product: [CH3:8][C:7]([NH:9][C:10]([C:12]1[CH:20]=[CH:19][C:15]2[S:16][CH:17]=[CH:18][C:14]=2[C:13]=1[O:21][CH2:22][C:12]1[CH:20]=[CH:19][C:35]([C:34]([F:39])([F:38])[F:33])=[CH:14][CH:13]=1)=[O:11])([CH3:31])[C:6]([OH:5])=[O:32]. The catalyst class is: 4. (2) The catalyst class is: 7. Product: [CH3:1][C:2]1[N:3]=[CH:4][C:5]([CH2:6][OH:7])=[CH:10][CH:11]=1. Reactant: [CH3:1][C:2]1[CH:11]=[CH:10][C:5]([C:6](OC)=[O:7])=[CH:4][N:3]=1.[H-].[H-].[H-].[H-].[Li+].[Al+3].O.S([O-])([O-])(=O)=O.[Mg+2]. (3) Reactant: [CH2:1]([CH:5]1[CH2:14][CH2:13][C:12]2[CH:11]=[C:10]([C@H:15]3[CH2:24][CH2:23][C@@:17]4([NH:21][C:20](=[O:22])[O:19][CH2:18]4)[CH2:16]3)[CH:9]=[CH:8][C:7]=2[CH:6]1[OH:25])[CH2:2][CH2:3][CH3:4]. Product: [CH2:1]([CH:5]1[CH2:14][CH2:13][C:12]2[CH:11]=[C:10]([C@H:15]3[CH2:24][CH2:23][C@@:17]4([NH:21][C:20](=[O:22])[O:19][CH2:18]4)[CH2:16]3)[CH:9]=[CH:8][C:7]=2[C:6]1=[O:25])[CH2:2][CH2:3][CH3:4]. The catalyst class is: 2. (4) Reactant: [C:1]([N:8]1[CH2:11][C:10](=[O:12])[CH2:9]1)([O:3][C:4]([CH3:7])([CH3:6])[CH3:5])=[O:2].[CH3:13][Mg]Cl. Product: [C:4]([O:3][C:1]([N:8]1[CH2:11][C:10]([OH:12])([CH3:13])[CH2:9]1)=[O:2])([CH3:7])([CH3:6])[CH3:5]. The catalyst class is: 1. (5) Reactant: C(=O)([O-])[O-].[Cs+].[Cs+].[CH2:7](Br)[CH:8]=[CH2:9].[CH3:11][O:12][C:13]([C:15]1[S:16][C:17]([S:31][CH3:32])=[C:18]([S:20]([C:23]2[CH:28]=[C:27]([OH:29])[CH:26]=[C:25]([Br:30])[CH:24]=2)(=[O:22])=[O:21])[CH:19]=1)=[O:14].O. Product: [CH3:11][O:12][C:13]([C:15]1[S:16][C:17]([S:31][CH3:32])=[C:18]([S:20]([C:23]2[CH:24]=[C:25]([Br:30])[CH:26]=[C:27]([O:29][CH2:9][CH:8]=[CH2:7])[CH:28]=2)(=[O:21])=[O:22])[CH:19]=1)=[O:14]. The catalyst class is: 31.